From a dataset of Full USPTO retrosynthesis dataset with 1.9M reactions from patents (1976-2016). Predict the reactants needed to synthesize the given product. (1) Given the product [CH3:24][O:23][N:22]([CH3:21])[C:16]([C:6]1[C:5](=[O:19])[C:4]([O:3][CH3:2])=[CH:9][N:8]([C:10]2[CH:11]=[N:12][CH:13]=[CH:14][CH:15]=2)[N:7]=1)=[O:18], predict the reactants needed to synthesize it. The reactants are: Cl.[CH3:2][O:3][C:4]1[C:5](=[O:19])[C:6]([C:16]([OH:18])=O)=[N:7][N:8]([C:10]2[CH:11]=[N:12][CH:13]=[CH:14][CH:15]=2)[CH:9]=1.Cl.[CH3:21][NH:22][O:23][CH3:24].F[B-](F)(F)F.N1(OC(N(C)C)=[N+](C)C)C2C=CC=CC=2N=N1. (2) Given the product [CH:1]([N:4]1[C:9](=[O:10])[CH:8]=[CH:7][C:6]([C:11]2[S:15][C:14]([C:16](=[S:26])[NH2:17])=[N:13][C:12]=2[C:18]2[CH:19]=[CH:20][CH:21]=[CH:22][CH:23]=2)=[N:5]1)([CH3:3])[CH3:2], predict the reactants needed to synthesize it. The reactants are: [CH:1]([N:4]1[C:9](=[O:10])[CH:8]=[CH:7][C:6]([C:11]2[S:15][C:14]([C:16]#[N:17])=[N:13][C:12]=2[C:18]2[CH:23]=[CH:22][CH:21]=[CH:20][CH:19]=2)=[N:5]1)([CH3:3])[CH3:2].C(N)(=[S:26])C.Cl.O.